The task is: Predict the reaction yield, written as a fraction of the theoretical maximum amount of product (1.0 means a 100% yield; for example, 0.34 means a 34% yield).. This data is from Reaction yield outcomes from USPTO patents with 853,638 reactions. (1) The reactants are [CH3:1][C:2]([CH3:30])([CH3:29])[C:3](=[O:28])[CH2:4][O:5][C:6]1[CH:11]=[CH:10][C:9]([C:12]([C:17]2[S:21][C:20]([S:22]([NH2:25])(=[O:24])=[O:23])=[C:19]([CH3:26])[CH:18]=2)([CH2:15][CH3:16])[CH2:13][CH3:14])=[CH:8][C:7]=1[CH3:27].[CH:31]1([C:34](O)=[O:35])[CH2:33][CH2:32]1. No catalyst specified. The product is [CH:31]1([C:34]([NH:25][S:22]([C:20]2[S:21][C:17]([C:12]([C:9]3[CH:10]=[CH:11][C:6]([O:5][CH2:4][C:3](=[O:28])[C:2]([CH3:1])([CH3:29])[CH3:30])=[C:7]([CH3:27])[CH:8]=3)([CH2:13][CH3:14])[CH2:15][CH3:16])=[CH:18][C:19]=2[CH3:26])(=[O:24])=[O:23])=[O:35])[CH2:33][CH2:32]1. The yield is 0.600. (2) The reactants are [Cl:1][C:2]1[CH:3]=[N+:4]([O-:32])[CH:5]=[C:6]([Cl:31])[C:7]=1[CH2:8][C@@H:9]([C:16]1[CH:21]=[CH:20][C:19]([O:22][CH:23]([F:25])[F:24])=[C:18]([O:26][CH2:27][CH:28]2[CH2:30][CH2:29]2)[CH:17]=1)[O:10][C:11](=[O:15])[CH2:12][CH2:13][OH:14].[C:33]([O:37][C:38]([N:40]([C:45]1[CH:53]=[CH:52][C:48]([C:49](O)=[O:50])=[CH:47][C:46]=1[O:54][CH2:55][CH:56]1[CH2:58][CH2:57]1)[S:41]([CH3:44])(=[O:43])=[O:42])=[O:39])([CH3:36])([CH3:35])[CH3:34].C(Cl)CCl. The catalyst is C(Cl)Cl.CN(C1C=CN=CC=1)C. The product is [C:33]([O:37][C:38]([N:40]([C:45]1[CH:53]=[CH:52][C:48]([C:49]([O:14][CH2:13][CH2:12][C:11]([O:10][C@H:9]([C:16]2[CH:21]=[CH:20][C:19]([O:22][CH:23]([F:25])[F:24])=[C:18]([O:26][CH2:27][CH:28]3[CH2:30][CH2:29]3)[CH:17]=2)[CH2:8][C:7]2[C:2]([Cl:1])=[CH:3][N+:4]([O-:32])=[CH:5][C:6]=2[Cl:31])=[O:15])=[O:50])=[CH:47][C:46]=1[O:54][CH2:55][CH:56]1[CH2:57][CH2:58]1)[S:41]([CH3:44])(=[O:43])=[O:42])=[O:39])([CH3:36])([CH3:34])[CH3:35]. The yield is 0.830. (3) The product is [CH3:23][C:24]1([CH3:40])[C:28]([CH3:30])([CH3:29])[O:27][B:26]([C:2]2[CH:3]=[C:4]3[C:8](=[CH:9][CH:10]=2)[N:7]([C:11]([O:13][C:14]([CH3:17])([CH3:16])[CH3:15])=[O:12])[CH2:6][CH2:5]3)[O:25]1. The catalyst is O1CCOCC1.C1C=CC(P(C2C=CC=CC=2)[C-]2C=CC=C2)=CC=1.C1C=CC(P(C2C=CC=CC=2)[C-]2C=CC=C2)=CC=1.Cl[Pd]Cl.[Fe+2]. The yield is 0.800. The reactants are Br[C:2]1[CH:3]=[C:4]2[C:8](=[CH:9][CH:10]=1)[N:7]([C:11]([O:13][C:14]([CH3:17])([CH3:16])[CH3:15])=[O:12])[CH2:6][CH2:5]2.CC([O-])=O.[K+].[CH3:23][C:24]1([CH3:40])[C:28]([CH3:30])([CH3:29])[O:27][B:26]([B:26]2[O:27][C:28]([CH3:30])([CH3:29])[C:24]([CH3:40])([CH3:23])[O:25]2)[O:25]1. (4) The reactants are [CH3:1][NH:2][C:3]([C:5]1[CH:6]=[C:7]([O:11][C:12]2[CH:13]=[CH:14][C:15]([NH:18][C:19]([NH:21][C:22]3[CH:23]=[CH:24][C:25]([Cl:32])=[C:26]([C:28]([F:31])([F:30])[F:29])[CH:27]=3)=[O:20])=[CH:16][CH:17]=2)[CH:8]=[CH:9][N:10]=1)=[O:4].[C:33]1([CH3:43])[CH:38]=[CH:37][C:36]([S:39]([OH:42])(=[O:41])=[O:40])=[CH:35][CH:34]=1. The catalyst is CCC(C)=O. The product is [CH3:43][C:33]1[CH:38]=[CH:37][C:36]([S:39]([OH:42])(=[O:41])=[O:40])=[CH:35][CH:34]=1.[CH3:1][NH:2][C:3]([C:5]1[CH:6]=[C:7]([O:11][C:12]2[CH:17]=[CH:16][C:15]([NH:18][C:19]([NH:21][C:22]3[CH:23]=[CH:24][C:25]([Cl:32])=[C:26]([C:28]([F:31])([F:29])[F:30])[CH:27]=3)=[O:20])=[CH:14][CH:13]=2)[CH:8]=[CH:9][N:10]=1)=[O:4]. The yield is -0.950. (5) The reactants are [N+:1]([C:4]1[CH:5]=[C:6]2[C:10](=[CH:11][CH:12]=1)[N:9]([CH2:13][CH2:14][O:15]C1CCCCO1)[NH:8][C:7]2=[O:22])([O-])=O.[C:23]1([C:29]2[O:30][C:31]([C:37]([F:40])([F:39])[F:38])=[C:32]([C:34](O)=[O:35])[N:33]=2)[CH:28]=[CH:27][CH:26]=[CH:25][CH:24]=1.CCN=C=NCCCN(C)C. The catalyst is CCO.CN(C=O)C.C1COCC1.CO.[Pd]. The product is [OH:15][CH2:14][CH2:13][N:9]1[C:10]2[C:6](=[CH:5][C:4]([NH:1][C:34]([C:32]3[N:33]=[C:29]([C:23]4[CH:28]=[CH:27][CH:26]=[CH:25][CH:24]=4)[O:30][C:31]=3[C:37]([F:39])([F:40])[F:38])=[O:35])=[CH:12][CH:11]=2)[C:7](=[O:22])[NH:8]1. The yield is 0.0700. (6) The reactants are [F:1][C:2]1[CH:3]=[C:4]2[C:8](=[CH:9][CH:10]=1)[NH:7][CH:6]=[CH:5]2.[F:11][C:12]([F:20])([F:19])[C:13](=[O:18])[C:14]([O:16][CH3:17])=[O:15].O=S(Cl)Cl.[BH4-].[Na+].[NH4+].[Cl-]. The catalyst is CN(C=O)C. The product is [F:11][C:12]([F:20])([F:19])[C:13]([C:5]1[C:4]2[C:8](=[CH:9][CH:10]=[C:2]([F:1])[CH:3]=2)[NH:7][CH:6]=1)([OH:18])[C:14]([O:16][CH3:17])=[O:15]. The yield is 0.490. (7) The reactants are [O:1]1[CH2:6][CH2:5][N:4]([C:7]2[N:12]=[C:11]([N:13]3[CH2:18][CH2:17][O:16][CH2:15][CH2:14]3)[N:10]=[C:9]([C:19]3[CH:24]=[CH:23][C:22]([NH:25][C:26](=[O:37])[NH:27][C:28]4[CH:36]=[CH:35][C:31]([C:32]([OH:34])=O)=[CH:30][CH:29]=4)=[CH:21][CH:20]=3)[N:8]=2)[CH2:3][CH2:2]1.CCN(C(C)C)C(C)C.CN(C(ON1N=NC2C=CC=CC1=2)=[N+](C)C)C.F[P-](F)(F)(F)(F)F.[N:71]12[CH2:78][CH2:77][CH:74]([CH2:75][CH2:76]1)[CH:73]([NH2:79])[CH2:72]2. The catalyst is CN1C(=O)CCC1. The product is [O:16]1[CH2:15][CH2:14][N:13]([C:11]2[N:12]=[C:7]([N:4]3[CH2:3][CH2:2][O:1][CH2:6][CH2:5]3)[N:8]=[C:9]([C:19]3[CH:20]=[CH:21][C:22]([NH:25][C:26](=[O:37])[NH:27][C:28]4[CH:36]=[CH:35][C:31]([C:32]([NH:79][CH:73]5[CH:74]6[CH2:77][CH2:78][N:71]([CH2:76][CH2:75]6)[CH2:72]5)=[O:34])=[CH:30][CH:29]=4)=[CH:23][CH:24]=3)[N:10]=2)[CH2:18][CH2:17]1. The yield is 0.400.